Dataset: Reaction yield outcomes from USPTO patents with 853,638 reactions. Task: Predict the reaction yield, written as a fraction of the theoretical maximum amount of product (1.0 means a 100% yield; for example, 0.34 means a 34% yield). (1) The reactants are F[C:2]1[CH:7]=[CH:6][C:5]([N+:8]([O-:10])=[O:9])=[CH:4][C:3]=1[F:11].[NH:12]1[CH2:17][CH2:16][O:15][CH2:14][C:13]1=[O:18].C([O-])([O-])=O.[K+].[K+]. The catalyst is CN(C=O)C. The product is [F:11][C:3]1[CH:4]=[C:5]([N+:8]([O-:10])=[O:9])[CH:6]=[CH:7][C:2]=1[N:12]1[CH2:17][CH2:16][O:15][CH2:14][C:13]1=[O:18]. The yield is 0.420. (2) The reactants are CCN(CC)CC.C(OC([N:15]1[CH2:19][C:18]([F:21])([F:20])[C:17]([CH3:23])([CH3:22])[C@H:16]1[C:24]([OH:26])=O)=O)(C)(C)C.[F:27][C:28]([F:32])([F:31])[CH2:29][NH2:30].C(O)(=O)CC(CC(O)=O)(C(O)=O)O. The catalyst is C(OCC)(=O)C. The product is [F:27][C:28]([F:32])([F:31])[CH2:29][NH:30][C:24]([C@@H:16]1[C:17]([CH3:22])([CH3:23])[C:18]([F:20])([F:21])[CH2:19][NH:15]1)=[O:26]. The yield is 0.939. (3) The reactants are [Li+].[CH3:2][CH:3]([N-]C(C)C)[CH3:4].[CH2:9]([O:11][C:12](=[O:27])[CH2:13][N:14]([CH2:23][CH2:24][CH:25]=[CH2:26])[C@H:15]([C:17]1[CH:22]=[CH:21][CH:20]=[CH:19][CH:18]=1)[CH3:16])[CH3:10].C([Cu])#N.[Li+].[Cl-].C(Br)C=C. The catalyst is C1COCC1.CCOCC.[Zn+2].[Br-].[Br-]. The product is [CH2:9]([O:11][C:12]([C@@H:13]1[C@H:25]([CH2:26][CH2:4][CH:3]=[CH2:2])[CH2:24][CH2:23][N:14]1[C@H:15]([C:17]1[CH:18]=[CH:19][CH:20]=[CH:21][CH:22]=1)[CH3:16])=[O:27])[CH3:10]. The yield is 0.826. (4) The reactants are [CH:1]([N:14]1[CH2:17][C:16]([NH:19][C:20]2[CH:21]=[C:22]3[C:31](=[CH:32][C:33]=2Br)[O:30][CH2:29][C:28]2[N:23]3[CH:24]([CH3:36])[C:25](=[O:35])[NH:26][N:27]=2)([CH3:18])[CH2:15]1)([C:8]1[CH:13]=[CH:12][CH:11]=[CH:10][CH:9]=1)[C:2]1[CH:7]=[CH:6][CH:5]=[CH:4][CH:3]=1.C([O-])([O-])=O.[K+].[K+].[C:43]1(B(O)O)[CH:48]=[CH:47][CH:46]=[CH:45][CH:44]=1. The catalyst is O.O1CCOCC1.C1C=CC(P(C2C=CC=CC=2)[C-]2C=CC=C2)=CC=1.C1C=CC(P(C2C=CC=CC=2)[C-]2C=CC=C2)=CC=1.Cl[Pd]Cl.[Fe+2]. The product is [CH:1]([N:14]1[CH2:17][C:16]([NH:19][C:20]2[CH:21]=[C:22]3[C:31](=[CH:32][C:33]=2[C:43]2[CH:48]=[CH:47][CH:46]=[CH:45][CH:44]=2)[O:30][CH2:29][C:28]2[N:23]3[CH:24]([CH3:36])[C:25](=[O:35])[NH:26][N:27]=2)([CH3:18])[CH2:15]1)([C:8]1[CH:13]=[CH:12][CH:11]=[CH:10][CH:9]=1)[C:2]1[CH:7]=[CH:6][CH:5]=[CH:4][CH:3]=1. The yield is 0.550. (5) The reactants are [O:1]1[CH2:6][CH2:5][CH2:4][CH2:3][CH:2]1[N:7]1[CH:11]=[C:10](B2OC(C)(C)C(C)(C)O2)[CH:9]=[N:8]1.Br[C:22]1[CH:23]=[C:24]2[C:29](=[CH:30][CH:31]=1)[N:28]([CH2:32][CH:33]1[CH2:38][CH2:37][N:36]([C:39]([O:41][CH2:42][C:43]3[CH:48]=[CH:47][CH:46]=[CH:45][CH:44]=3)=[O:40])[CH2:35][CH2:34]1)[CH2:27][CH2:26][CH2:25]2.C(=O)([O-])[O-].[K+].[K+]. The catalyst is CN(C=O)C.O.C1C=CC(P(C2C=CC=CC=2)[C-]2C=CC=C2)=CC=1.C1C=CC(P(C2C=CC=CC=2)[C-]2C=CC=C2)=CC=1.Cl[Pd]Cl.[Fe+2].ClCCl. The product is [O:1]1[CH2:6][CH2:5][CH2:4][CH2:3][CH:2]1[N:7]1[CH:11]=[C:10]([C:22]2[CH:23]=[C:24]3[C:29](=[CH:30][CH:31]=2)[N:28]([CH2:32][CH:33]2[CH2:38][CH2:37][N:36]([C:39]([O:41][CH2:42][C:43]4[CH:48]=[CH:47][CH:46]=[CH:45][CH:44]=4)=[O:40])[CH2:35][CH2:34]2)[CH2:27][CH2:26][CH2:25]3)[CH:9]=[N:8]1. The yield is 0.160. (6) The reactants are [CH2:1]([O:3][C:4]1[CH:5]=[C:6]([CH:11]=[CH:12][C:13]=1[N+:14]([O-:16])=[O:15])[C:7]([NH:9][NH2:10])=O)[CH3:2].[CH3:17][N:18]=[C:19]=[S:20].C(N(CC)CC)C. The catalyst is C1COCC1. The product is [CH2:1]([O:3][C:4]1[CH:5]=[C:6]([C:7]2[N:18]([CH3:17])[C:19]([SH:20])=[N:10][N:9]=2)[CH:11]=[CH:12][C:13]=1[N+:14]([O-:16])=[O:15])[CH3:2]. The yield is 0.720. (7) The reactants are C([NH:5][S:6]([C:9]1[S:10][C:11]([C:14]2[CH:19]=[CH:18][CH:17]=[C:16]([C:20]3[N:25]=[C:24]([CH3:26])[CH:23]=[C:22]([C:27]4[CH:32]=[CH:31][C:30]([Cl:33])=[CH:29][CH:28]=4)[N:21]=3)[CH:15]=2)=[CH:12][CH:13]=1)(=[O:8])=[O:7])(C)(C)C.C(O)(C(F)(F)F)=O. The catalyst is ClCCl. The product is [Cl:33][C:30]1[CH:29]=[CH:28][C:27]([C:22]2[CH:23]=[C:24]([CH3:26])[N:25]=[C:20]([C:16]3[CH:15]=[C:14]([C:11]4[S:10][C:9]([S:6]([NH2:5])(=[O:7])=[O:8])=[CH:13][CH:12]=4)[CH:19]=[CH:18][CH:17]=3)[N:21]=2)=[CH:32][CH:31]=1. The yield is 0.200. (8) The yield is 1.00. The catalyst is [Pd].C(O)C. The product is [N:10]1([C:5]2[CH:6]=[CH:7][CH:8]=[CH:9][C:4]=2[NH2:1])[CH2:11][CH2:12][CH2:13][CH2:14]1. The reactants are [N+:1]([C:4]1[CH:9]=[CH:8][CH:7]=[CH:6][C:5]=1[N:10]1[CH2:14][CH2:13][CH2:12][CH2:11]1)([O-])=O. (9) The reactants are C(O[C:6]([N:8](C)[C@@H:9]([CH3:41])[C:10]([NH:12][C@@H:13]1[C:19](=[O:20])[N:18]([CH2:21][C:22]2[C:31]([O:32][CH3:33])=[CH:30][CH:29]=[C:28]3[C:23]=2[CH:24]=[CH:25][C:26]([C:34]([OH:36])=[O:35])=[CH:27]3)[C:17]2[CH:37]=[CH:38][CH:39]=[CH:40][C:16]=2[CH2:15][CH2:14]1)=[O:11])=O)(C)(C)C.Cl.C(OCC)C. The catalyst is O1CCOCC1. The product is [CH3:33][O:32][C:31]1[C:22]([CH2:21][N:18]2[C:19](=[O:20])[C@@H:13]([NH:12][C:10](=[O:11])[C@@H:9]([NH:8][CH3:6])[CH3:41])[CH2:14][CH2:15][C:16]3[CH:40]=[CH:39][CH:38]=[CH:37][C:17]2=3)=[C:23]2[C:28](=[CH:29][CH:30]=1)[CH:27]=[C:26]([C:34]([OH:36])=[O:35])[CH:25]=[CH:24]2. The yield is 0.850. (10) The reactants are Cl[C:2]1[CH:3]=[CH:4][C:5]2[N:6]=[CH:7][N:8]=[C:9]([NH:12][C:13]3[CH:18]=[CH:17][C:16]([O:19][C:20]([F:23])([F:22])[F:21])=[CH:15][CH:14]=3)[C:10]=2[N:11]=1.[Cl:24][C:25]1[C:30]([NH:31][S:32]([C:35]2[CH:40]=[CH:39][C:38]([F:41])=[CH:37][C:36]=2[F:42])(=[O:34])=[O:33])=[CH:29][C:28](B2OC(C)(C)C(C)(C)O2)=[CH:27][N:26]=1.C(=O)(O)[O-].[Na+]. The catalyst is O1CCOCC1. The yield is 0.550. The product is [Cl:24][C:25]1[C:30]([NH:31][S:32]([C:35]2[CH:40]=[CH:39][C:38]([F:41])=[CH:37][C:36]=2[F:42])(=[O:34])=[O:33])=[CH:29][C:28]([C:2]2[CH:3]=[CH:4][C:5]3[N:6]=[CH:7][N:8]=[C:9]([NH:12][C:13]4[CH:18]=[CH:17][C:16]([O:19][C:20]([F:23])([F:21])[F:22])=[CH:15][CH:14]=4)[C:10]=3[N:11]=2)=[CH:27][N:26]=1.